Dataset: Full USPTO retrosynthesis dataset with 1.9M reactions from patents (1976-2016). Task: Predict the reactants needed to synthesize the given product. (1) Given the product [CH3:33][O:34][C:35]1[CH:36]=[CH:37][C:38]([C:39]([NH:41][C:42]2[CH:43]=[CH:44][C:45]([C:48]3[CH:49]=[C:50]4[C:54](=[CH:55][CH:56]=3)[C:53](=[O:57])[N:52]([C@@H:58]([CH:63]([CH3:64])[CH3:65])[C:59]([OH:61])=[O:60])[CH2:51]4)=[CH:46][CH:47]=2)=[O:40])=[CH:66][CH:67]=1, predict the reactants needed to synthesize it. The reactants are: C(NC1C=CC(C2C=C3C(=CC=2)C(=O)N([C@@H](C(C)C)C(O)=O)C3)=CC=1)(=O)C1C=CC=CC=1.[CH3:33][O:34][C:35]1[CH:67]=[CH:66][C:38]([C:39]([NH:41][C:42]2[CH:47]=[CH:46][C:45]([C:48]3[CH:49]=[C:50]4[C:54](=[CH:55][CH:56]=3)[C:53](=[O:57])[N:52]([C@@H:58]([CH:63]([CH3:65])[CH3:64])[C:59]([O:61]C)=[O:60])[CH2:51]4)=[CH:44][CH:43]=2)=[O:40])=[CH:37][CH:36]=1. (2) Given the product [Cl:14][C:10]1[CH:11]=[CH:2][CH:3]=[C:4]2[C:9]=1[N:8]=[C:7]([CH:12]=[O:13])[CH:6]=[CH:5]2, predict the reactants needed to synthesize it. The reactants are: Cl[C:2]1[CH:3]=[C:4]2[C:9](=[CH:10][CH:11]=1)[N:8]=[C:7]([CH:12]=[O:13])[CH:6]=[CH:5]2.[Cl:14]C1C=CC=C2C=1N=C(C)C=C2. (3) Given the product [C:19]([O:18][CH:16]([CH3:17])[C@H:12]([NH:11][C:9](=[O:10])[O:8][CH2:1][C:2]1[CH:3]=[CH:4][CH:5]=[CH:6][CH:7]=1)[CH2:13][OH:14])([CH3:22])([CH3:20])[CH3:21], predict the reactants needed to synthesize it. The reactants are: [CH2:1]([O:8][C:9]([NH:11][C@@H:12]([CH:16]([O:18][C:19]([CH3:22])([CH3:21])[CH3:20])[CH3:17])[C:13](O)=[O:14])=[O:10])[C:2]1[CH:7]=[CH:6][CH:5]=[CH:4][CH:3]=1.ClC(OCC(C)C)=O.CN1CCOCC1. (4) Given the product [CH3:1][C:2]1[CH:7]=[C:6]([CH2:8][CH2:9][CH3:10])[N:5]=[C:4]([NH2:11])[CH:3]=1, predict the reactants needed to synthesize it. The reactants are: [CH3:1][C:2]1[CH:7]=[C:6](/[CH:8]=[CH:9]/[CH3:10])[N:5]=[C:4]([NH2:11])[CH:3]=1. (5) Given the product [N:28]1[CH:33]=[CH:32][CH:31]=[CH:30][C:29]=1[CH2:34][N:35]([CH2:43][C:44]1[CH:49]=[CH:48][CH:47]=[CH:46][N:45]=1)[CH2:36][CH2:37][CH2:38][CH2:39][CH2:40][CH2:41][CH2:15][CH2:14][NH:16][C:2](=[S:3])[NH:1][C:4]1[CH:5]=[CH:6][C:7]([S:10]([NH2:13])(=[O:11])=[O:12])=[CH:8][CH:9]=1.[C:50](=[Re+:52](=[C:55]=[O:56])=[C:53]=[O:54])=[O:51], predict the reactants needed to synthesize it. The reactants are: [N:1]([C:4]1[CH:9]=[CH:8][C:7]([S:10]([NH2:13])(=[O:12])=[O:11])=[CH:6][CH:5]=1)=[C:2]=[S:3].[CH2:14]([N:16](CC)CC)[CH3:15].FC(F)(F)C([O-])=O.[N:28]1[CH:33]=[CH:32][CH:31]=[CH:30][C:29]=1[CH2:34][N:35]([CH2:43][C:44]1[CH:49]=[CH:48][CH:47]=[CH:46][N:45]=1)[CH2:36][CH2:37][CH2:38][CH2:39][CH2:40][CH2:41]N.[C:50](=[Re+:52](=[C:55]=[O:56])=[C:53]=[O:54])=[O:51]. (6) Given the product [CH2:7]([O:14][C:15]1[CH:16]=[CH:17][CH:18]=[C:19]2[C:23]=1[NH:22][CH:21]=[C:20]2[CH2:24][CH:25]([NH2:27])[CH3:26])[C:8]1[CH:13]=[CH:12][CH:11]=[CH:10][CH:9]=1, predict the reactants needed to synthesize it. The reactants are: [H-].[Al+3].[Li+].[H-].[H-].[H-].[CH2:7]([O:14][C:15]1[CH:16]=[CH:17][CH:18]=[C:19]2[C:23]=1[NH:22][CH:21]=[C:20]2[CH:24]=[C:25]([N+:27]([O-])=O)[CH3:26])[C:8]1[CH:13]=[CH:12][CH:11]=[CH:10][CH:9]=1.